Regression. Given two drug SMILES strings and cell line genomic features, predict the synergy score measuring deviation from expected non-interaction effect. From a dataset of NCI-60 drug combinations with 297,098 pairs across 59 cell lines. (1) Drug 1: C1=C(C(=O)NC(=O)N1)F. Drug 2: B(C(CC(C)C)NC(=O)C(CC1=CC=CC=C1)NC(=O)C2=NC=CN=C2)(O)O. Cell line: MDA-MB-231. Synergy scores: CSS=7.97, Synergy_ZIP=-10.6, Synergy_Bliss=-9.08, Synergy_Loewe=-6.61, Synergy_HSA=-7.09. (2) Drug 1: CC1=C2C(C(=O)C3(C(CC4C(C3C(C(C2(C)C)(CC1OC(=O)C(C(C5=CC=CC=C5)NC(=O)OC(C)(C)C)O)O)OC(=O)C6=CC=CC=C6)(CO4)OC(=O)C)OC)C)OC. Drug 2: C(CN)CNCCSP(=O)(O)O. Cell line: OVCAR-8. Synergy scores: CSS=25.2, Synergy_ZIP=-1.17, Synergy_Bliss=-8.24, Synergy_Loewe=-34.9, Synergy_HSA=-7.66. (3) Drug 1: CN(CCCl)CCCl.Cl. Drug 2: C(CC(=O)O)C(=O)CN.Cl. Cell line: IGROV1. Synergy scores: CSS=11.9, Synergy_ZIP=-4.50, Synergy_Bliss=-0.713, Synergy_Loewe=-6.42, Synergy_HSA=0.786. (4) Drug 1: C1CCN(CC1)CCOC2=CC=C(C=C2)C(=O)C3=C(SC4=C3C=CC(=C4)O)C5=CC=C(C=C5)O. Drug 2: CC12CCC3C(C1CCC2O)C(CC4=C3C=CC(=C4)O)CCCCCCCCCS(=O)CCCC(C(F)(F)F)(F)F. Cell line: NCI-H226. Synergy scores: CSS=-3.88, Synergy_ZIP=7.43, Synergy_Bliss=-1.86, Synergy_Loewe=-6.02, Synergy_HSA=-7.42.